From a dataset of Reaction yield outcomes from USPTO patents with 853,638 reactions. Predict the reaction yield, written as a fraction of the theoretical maximum amount of product (1.0 means a 100% yield; for example, 0.34 means a 34% yield). (1) The reactants are [CH3:1][NH:2][C:3]([N:5]1[C:13]2[C:8](=[CH:9][C:10]([NH2:14])=[CH:11][CH:12]=2)[CH:7]=[C:6]1[CH3:15])=[O:4].Cl.O1CCOCC1.Cl[C:24]1[CH:29]=[CH:28][N:27]=[C:26]2[CH:30]=[C:31]([C:33]3[N:34]([CH3:38])[CH:35]=[CH:36][N:37]=3)[S:32][C:25]=12.C([O-])(O)=O.[Na+]. The catalyst is CC(O)C.O.CCOC(C)=O. The product is [CH3:1][NH:2][C:3]([N:5]1[C:13]2[C:8](=[CH:9][C:10]([NH:14][C:24]3[CH:29]=[CH:28][N:27]=[C:26]4[CH:30]=[C:31]([C:33]5[N:34]([CH3:38])[CH:35]=[CH:36][N:37]=5)[S:32][C:25]=34)=[CH:11][CH:12]=2)[CH:7]=[C:6]1[CH3:15])=[O:4]. The yield is 0.830. (2) The reactants are [NH:1]1[C:9]2[C:4](=[CH:5][C:6]([NH:10][C:11]3[C:20]4[C:15](=[CH:16][C:17]([O:29][CH3:30])=[CH:18][C:19]=4[O:21][CH:22]4[CH2:27][CH2:26][N:25]([CH3:28])[CH2:24][CH2:23]4)[N:14]=[CH:13][N:12]=3)=[CH:7][CH:8]=2)[CH:3]=[CH:2]1.[F:31][C:32]1[CH:39]=[CH:38][CH:37]=[CH:36][C:33]=1[CH2:34]Cl. No catalyst specified. The product is [F:31][C:32]1[CH:39]=[CH:38][CH:37]=[CH:36][C:33]=1[CH2:34][N:1]1[C:9]2[C:4](=[CH:5][C:6]([NH:10][C:11]3[C:20]4[C:15](=[CH:16][C:17]([O:29][CH3:30])=[CH:18][C:19]=4[O:21][CH:22]4[CH2:23][CH2:24][N:25]([CH3:28])[CH2:26][CH2:27]4)[N:14]=[CH:13][N:12]=3)=[CH:7][CH:8]=2)[CH:3]=[CH:2]1. The yield is 0.0500.